This data is from Reaction yield outcomes from USPTO patents with 853,638 reactions. The task is: Predict the reaction yield, written as a fraction of the theoretical maximum amount of product (1.0 means a 100% yield; for example, 0.34 means a 34% yield). (1) The reactants are [NH2:1][CH2:2][CH:3]([OH:5])[CH3:4].[CH2:6]=[C:7]1[O:11][C:9](=[O:10])[CH2:8]1. The catalyst is O1CCCC1. The product is [OH:5][CH:3]([CH3:4])[CH2:2][NH:1][C:9](=[O:10])[CH2:8][C:7](=[O:11])[CH3:6]. The yield is 0.780. (2) The reactants are C1(O[C:8](=[O:26])[NH:9][C:10]2[CH:15]=[C:14]([O:16][C:17]3[CH:22]=[CH:21][C:20]([N+:23]([O-:25])=[O:24])=[CH:19][CH:18]=3)[CH:13]=[CH:12][N:11]=2)C=CC=CC=1.[NH:27]1[CH2:32][CH2:31][O:30][CH2:29][CH2:28]1. The catalyst is O1CCCC1. The product is [N+:23]([C:20]1[CH:19]=[CH:18][C:17]([O:16][C:14]2[CH:13]=[CH:12][N:11]=[C:10]([NH:9][C:8]([N:27]3[CH2:32][CH2:31][O:30][CH2:29][CH2:28]3)=[O:26])[CH:15]=2)=[CH:22][CH:21]=1)([O-:25])=[O:24]. The yield is 0.619. (3) The reactants are [CH3:1][Si:2]([CH3:15])([CH3:14])[CH2:3][CH2:4][O:5][CH2:6][N:7]1[CH:11]=[CH:10][N:9]=[C:8]1[CH:12]=O.[NH2:16]O.FC(F)(F)C(OC(=O)C(F)(F)F)=O. The catalyst is CO. The product is [CH3:1][Si:2]([CH3:15])([CH3:14])[CH2:3][CH2:4][O:5][CH2:6][N:7]1[CH:11]=[CH:10][N:9]=[C:8]1[C:12]#[N:16]. The yield is 0.810. (4) The reactants are [Cl:1][C:2]1[CH:7]=[CH:6][C:5]([C:8]2[C:12]([C:13]3[CH:18]=[CH:17][N:16]=[CH:15][CH:14]=3)=[C:11]([N:19]3[CH2:24][CH2:23][NH:22][CH2:21][CH2:20]3)[NH:10][N:9]=2)=[CH:4][CH:3]=1.[C:25]1(=[O:31])[O:30][C:28](=[O:29])[CH2:27][CH2:26]1. The catalyst is CN(C)C1C=CN=CC=1. The product is [OH2:29].[OH2:29].[Cl:1][C:2]1[CH:7]=[CH:6][C:5]([C:8]2[NH:9][N:10]=[C:11]([N:19]3[CH2:20][CH2:21][N:22]([C:25](=[O:31])[CH2:26][CH2:27][C:28]([OH:30])=[O:29])[CH2:23][CH2:24]3)[C:12]=2[C:13]2[CH:14]=[CH:15][N:16]=[CH:17][CH:18]=2)=[CH:4][CH:3]=1. The yield is 0.580. (5) The reactants are [Br:1][C:2]1[CH:7]=[CH:6][C:5]([NH:8]N)=[CH:4][CH:3]=1.[CH3:10][CH:11]([CH3:15])[C:12](=O)[CH3:13]. No catalyst specified. The product is [Br:1][C:2]1[CH:7]=[C:6]2[C:5](=[CH:4][CH:3]=1)[N:8]=[C:12]([CH3:13])[C:11]2([CH3:15])[CH3:10]. The yield is 0.870.